From a dataset of Forward reaction prediction with 1.9M reactions from USPTO patents (1976-2016). Predict the product of the given reaction. Given the reactants O.ON1[C:7]2[CH:8]=[CH:9][CH:10]=[CH:11][C:6]=2N=N1.C(N(C(C)C)[CH:15]([CH3:17])[CH3:16])C.Cl.CN(C)CCCN=C=NCC, predict the reaction product. The product is: [CH2:16]1[C:7]2[C:6](=[CH:11][CH:10]=[CH:9][CH:8]=2)[CH2:17][CH2:15]1.